Predict the product of the given reaction. From a dataset of Forward reaction prediction with 1.9M reactions from USPTO patents (1976-2016). (1) Given the reactants [F:1][C:2]1[CH:7]=[CH:6][C:5]([N:8]2[C:12]([C:13]3[N:14]=[CH:15][N:16]([C:18]4[CH:26]=[CH:25][C:21]([C:22]([OH:24])=O)=[CH:20][N:19]=4)[CH:17]=3)=[C:11]([CH3:27])[N:10]=[N:9]2)=[CH:4][CH:3]=1.CN(C(O[N:36]1N=N[C:38]2C=CC=[CH:42][C:37]1=2)=[N+](C)C)C.[B-](F)(F)(F)F.CCN(C(C)C)C(C)C.C(N)(C)C, predict the reaction product. The product is: [F:1][C:2]1[CH:7]=[CH:6][C:5]([N:8]2[C:12]([C:13]3[N:14]=[CH:15][N:16]([C:18]4[CH:26]=[CH:25][C:21]([C:22]([NH:36][CH:37]([CH3:42])[CH3:38])=[O:24])=[CH:20][N:19]=4)[CH:17]=3)=[C:11]([CH3:27])[N:10]=[N:9]2)=[CH:4][CH:3]=1. (2) The product is: [Cl:1][C:2]1[CH:28]=[CH:27][C:5]2[N:6]([CH2:16][C:17]3[CH:22]=[CH:21][C:20]([O:23][CH3:24])=[CH:19][C:18]=3[O:25][CH3:26])[C:7](=[O:15])[C@@H:8]([CH2:9][C:10]([O:12][CH2:13][CH3:14])=[O:11])[O:30][C@H:29]([C:31]3[C:40]4[O:39][CH2:38][CH2:37][O:36][C:35]=4[CH:34]=[CH:33][CH:32]=3)[C:4]=2[CH:3]=1. Given the reactants [Cl:1][C:2]1[CH:28]=[CH:27][C:5]([N:6]([CH2:16][C:17]2[CH:22]=[CH:21][C:20]([O:23][CH3:24])=[CH:19][C:18]=2[O:25][CH3:26])[C:7](=[O:15])/[CH:8]=[CH:9]/[C:10]([O:12][CH2:13][CH3:14])=[O:11])=[C:4]([CH:29]([C:31]2[C:40]3[O:39][CH2:38][CH2:37][O:36][C:35]=3[CH:34]=[CH:33][CH:32]=2)[OH:30])[CH:3]=1.C(=O)([O-])[O-].[K+].[K+].N12CCCN=C1CCCCC2, predict the reaction product. (3) Given the reactants C[O:2][CH:3](OC)[C:4]1[CH:5]=[CH:6][C:7]([O:11][CH2:12][CH2:13][N:14]2[CH2:19][CH2:18][O:17][CH2:16][CH2:15]2)=[C:8]([CH:10]=1)[NH2:9].[CH3:22][S:23](Cl)(=[O:25])=[O:24].N1C=CC=CC=1.Cl.C(=O)([O-])O.[Na+], predict the reaction product. The product is: [CH3:22][S:23]([NH:9][C:8]1[CH:10]=[C:4]([CH:5]=[CH:6][C:7]=1[O:11][CH2:12][CH2:13][N:14]1[CH2:19][CH2:18][O:17][CH2:16][CH2:15]1)[CH:3]=[O:2])(=[O:25])=[O:24].